Dataset: Forward reaction prediction with 1.9M reactions from USPTO patents (1976-2016). Task: Predict the product of the given reaction. Given the reactants [CH3:1][O:2][CH2:3][C:4](O)=O.[CH2:7]([NH2:11])[CH:8]([NH2:10])[CH3:9], predict the reaction product. The product is: [CH3:1][O:2][CH2:3][C:4]1[NH:11][CH2:7][CH:8]([CH3:9])[N:10]=1.